Dataset: Catalyst prediction with 721,799 reactions and 888 catalyst types from USPTO. Task: Predict which catalyst facilitates the given reaction. (1) Reactant: [CH3:1][O:2][C:3](=[O:12])[C:4]1[CH:9]=[CH:8][C:7]([OH:10])=[C:6]([OH:11])[CH:5]=1.Br[CH2:14][CH2:15]Br.[OH-].[K+]. Product: [O:10]1[CH2:15][CH2:14][O:11][C:6]2[CH:5]=[C:4]([C:3]([O:2][CH3:1])=[O:12])[CH:9]=[CH:8][C:7]1=2. The catalyst class is: 5. (2) Reactant: [N:1]1([C:7]([O:9][C:10]([CH3:13])([CH3:12])[CH3:11])=[O:8])[CH2:6][CH2:5][NH:4][CH2:3][CH2:2]1.[Cl:14][C:15]1[N:20]=[C:19]([NH:21][CH:22]2[CH2:27][CH2:26][O:25][CH2:24][CH2:23]2)[C:18]([N+:28]([O-:30])=[O:29])=[C:17](Cl)[N:16]=1.C(N(C(C)C)CC)(C)C. Product: [Cl:14][C:15]1[N:16]=[C:17]([N:4]2[CH2:5][CH2:6][N:1]([C:7]([O:9][C:10]([CH3:13])([CH3:12])[CH3:11])=[O:8])[CH2:2][CH2:3]2)[C:18]([N+:28]([O-:30])=[O:29])=[C:19]([NH:21][CH:22]2[CH2:27][CH2:26][O:25][CH2:24][CH2:23]2)[N:20]=1. The catalyst class is: 4. (3) Reactant: [Cl:1][C:2]1[CH:7]=[CH:6][CH:5]=[CH:4][C:3]=1[C:8]1[CH:13]=[CH:12][N:11]=[CH:10][C:9]=1[NH:14][CH2:15][CH2:16][O:17][CH3:18].[F:19][C:20]([F:35])([F:34])[C:21]1[CH:22]=[C:23]([CH:27]=[C:28]([C:30]([F:33])([F:32])[F:31])[CH:29]=1)[C:24](Cl)=[O:25]. Product: [Cl:1][C:2]1[CH:7]=[CH:6][CH:5]=[CH:4][C:3]=1[C:8]1[CH:13]=[CH:12][N:11]=[CH:10][C:9]=1[N:14]([CH2:15][CH2:16][O:17][CH3:18])[C:24](=[O:25])[C:23]1[CH:27]=[C:28]([C:30]([F:31])([F:32])[F:33])[CH:29]=[C:21]([C:20]([F:19])([F:34])[F:35])[CH:22]=1. The catalyst class is: 243.